From a dataset of Forward reaction prediction with 1.9M reactions from USPTO patents (1976-2016). Predict the product of the given reaction. (1) Given the reactants [CH3:1][S:2]([N:5]1[CH2:10][CH2:9][N:8]([C:11]2[C:12]([C:25]3[CH:30]=[CH:29][CH:28]=[CH:27][CH:26]=3)=[N:13][C:14]3[C:19]([N:20]=2)=[CH:18][C:17]([C:21]([O:23]C)=[O:22])=[CH:16][CH:15]=3)[CH2:7][CH2:6]1)(=[O:4])=[O:3].CO.[OH-].[Na+], predict the reaction product. The product is: [CH3:1][S:2]([N:5]1[CH2:10][CH2:9][N:8]([C:11]2[C:12]([C:25]3[CH:30]=[CH:29][CH:28]=[CH:27][CH:26]=3)=[N:13][C:14]3[C:19]([N:20]=2)=[CH:18][C:17]([C:21]([OH:23])=[O:22])=[CH:16][CH:15]=3)[CH2:7][CH2:6]1)(=[O:4])=[O:3]. (2) Given the reactants [CH:1]1([N:4]2[CH2:16][C@@H:7]3[C@H:8]([C:12]([O:14][CH3:15])=[O:13])[NH:9][CH2:10][CH2:11][N:6]3[C:5]2=[O:17])[CH2:3][CH2:2]1.C(N)(C)C, predict the reaction product. The product is: [CH:1]([N:4]1[CH2:16][CH:7]2[CH:8]([C:12]([O:14][CH3:15])=[O:13])[NH:9][CH2:10][CH2:11][N:6]2[C:5]1=[O:17])([CH3:3])[CH3:2]. (3) Given the reactants Br[CH2:2][C:3]([C:5]1[CH:10]=[CH:9][CH:8]=[CH:7][CH:6]=1)=O.[C:11]([CH2:13][C:14]([NH2:16])=[S:15])#[N:12].N, predict the reaction product. The product is: [C:5]1([C:3]2[N:16]=[C:14]([CH2:13][C:11]#[N:12])[S:15][CH:2]=2)[CH:10]=[CH:9][CH:8]=[CH:7][CH:6]=1. (4) Given the reactants ClC(OC(Cl)=O)C.C1(C[N:15]2[CH2:20][CH2:19][N:18]([C:21]3[CH:26]=[CH:25][CH:24]=[C:23]([Cl:27])[N:22]=3)[C:17](=[O:28])[CH2:16]2)C=CC=CC=1, predict the reaction product. The product is: [Cl:27][C:23]1[N:22]=[C:21]([N:18]2[CH2:19][CH2:20][NH:15][CH2:16][C:17]2=[O:28])[CH:26]=[CH:25][CH:24]=1. (5) The product is: [Cl:12][C:13]1[C:18]([N:19]2[CH2:20][CH2:21][CH:22]([C:25]3[CH:30]=[CH:29][CH:28]=[CH:27][C:26]=3[Cl:31])[CH2:23][CH2:24]2)=[CH:17][N:16]=[N:15][C:14]=1[NH:32][NH:33][C:9](=[O:11])[CH2:8][CH:5]1[CH2:6][CH2:7]1. Given the reactants S(Cl)(Cl)=O.[CH:5]1([CH2:8][C:9]([OH:11])=O)[CH2:7][CH2:6]1.[Cl:12][C:13]1[C:18]([N:19]2[CH2:24][CH2:23][CH:22]([C:25]3[CH:30]=[CH:29][CH:28]=[CH:27][C:26]=3[Cl:31])[CH2:21][CH2:20]2)=[CH:17][N:16]=[N:15][C:14]=1[NH:32][NH2:33].C(=O)(O)[O-].[Na+], predict the reaction product. (6) Given the reactants C(NC(C)C)(C)C.[Li]CCCC.[Li+].CC([N-]C(C)C)C.[C:21]1([S:27]([N:30]2[C:34]3=[N:35][CH:36]=[CH:37][CH:38]=[C:33]3[CH:32]=[CH:31]2)(=[O:29])=[O:28])[CH:26]=[CH:25][CH:24]=[CH:23][CH:22]=1.CN(CCN(C)C)C.CN([CH:50]=[O:51])C, predict the reaction product. The product is: [C:21]1([S:27]([N:30]2[C:34]3=[N:35][CH:36]=[CH:37][CH:38]=[C:33]3[CH:32]=[C:31]2[CH:50]=[O:51])(=[O:29])=[O:28])[CH:22]=[CH:23][CH:24]=[CH:25][CH:26]=1. (7) Given the reactants [CH2:1]([O:3][C:4](=[O:12])[C:5](=[CH:8]OCC)[C:6]#[N:7])[CH3:2].Cl.[CH3:14][C:15]1[CH:16]=[C:17]([NH:22][NH2:23])[CH:18]=[C:19]([CH3:21])[CH:20]=1.C([O-])(=O)C.[Na+], predict the reaction product. The product is: [NH2:7][C:6]1[N:22]([C:17]2[CH:18]=[C:19]([CH3:21])[CH:20]=[C:15]([CH3:14])[CH:16]=2)[N:23]=[CH:8][C:5]=1[C:4]([O:3][CH2:1][CH3:2])=[O:12].